This data is from Forward reaction prediction with 1.9M reactions from USPTO patents (1976-2016). The task is: Predict the product of the given reaction. (1) Given the reactants [Cl:1][C:2]1[CH:10]=[CH:9][C:5]([C:6]([NH2:8])=[S:7])=[CH:4][CH:3]=1.N1C=CC=CC=1.[C:17]1([CH2:23][C:24](Cl)=[O:25])[CH:22]=[CH:21][CH:20]=[CH:19][CH:18]=1.O, predict the reaction product. The product is: [Cl:1][C:2]1[CH:10]=[CH:9][C:5]([C:6]([NH:8][C:24](=[O:25])[CH2:23][C:17]2[CH:22]=[CH:21][CH:20]=[CH:19][CH:18]=2)=[S:7])=[CH:4][CH:3]=1. (2) The product is: [C:20]([C:11]1[C:12](=[O:19])[N:13]([CH2:15][CH:16]([CH3:17])[CH3:18])[N:14]=[C:9]([C:4]2[CH:5]=[CH:6][C:7]([CH3:8])=[C:2]([F:1])[CH:3]=2)[CH:10]=1)([OH:22])=[O:21]. Given the reactants [F:1][C:2]1[CH:3]=[C:4]([C:9]2[CH:10]=[C:11]([C:20]([O:22]C)=[O:21])[C:12](=[O:19])[N:13]([CH2:15][CH:16]([CH3:18])[CH3:17])[N:14]=2)[CH:5]=[CH:6][C:7]=1[CH3:8].[OH-].[Na+].O.Cl, predict the reaction product. (3) Given the reactants [NH:1]1[C:5]2=[N:6][CH:7]=[CH:8][CH:9]=[C:4]2[C:3]([C:10]2[N:15]=[C:14]([NH2:16])[C:13]([C:17]3[CH:22]=[CH:21][N:20]=[CH:19][CH:18]=3)=[CH:12][N:11]=2)=[N:2]1.C(=O)([O-])[O-].[Na+].[Na+].[C:29]([C:31]1[CH:38]=[CH:37][CH:36]=[CH:35][C:32]=1[CH2:33]Br)#[N:30], predict the reaction product. The product is: [NH2:16][C:14]1[C:13]([C:17]2[CH:18]=[CH:19][N:20]=[CH:21][CH:22]=2)=[CH:12][N:11]=[C:10]([C:3]2[C:4]3[C:5](=[N:6][CH:7]=[CH:8][CH:9]=3)[N:1]([CH2:33][C:32]3[CH:35]=[CH:36][CH:37]=[CH:38][C:31]=3[C:29]#[N:30])[N:2]=2)[N:15]=1. (4) Given the reactants [Cl:1][C:2]1[CH:3]=[N:4][CH:5]=[C:6]([Cl:10])[C:7]=1[CH:8]=O.Cl.[NH2:12][OH:13].[OH-].[Na+].Cl, predict the reaction product. The product is: [Cl:1][C:2]1[CH:3]=[N:4][CH:5]=[C:6]([Cl:10])[C:7]=1[CH:8]=[N:12][OH:13].